Dataset: HIV replication inhibition screening data with 41,000+ compounds from the AIDS Antiviral Screen. Task: Binary Classification. Given a drug SMILES string, predict its activity (active/inactive) in a high-throughput screening assay against a specified biological target. (1) The molecule is COc1ccc2c(=O)c(-c3ccc4c(c3)OCO4)c(C)oc2c1. The result is 0 (inactive). (2) The drug is CCOC(=O)C1C2NC(=O)NC1(C)Oc1ccccc12. The result is 0 (inactive). (3) The drug is O=C(Nc1cccc(Cl)c1)Nc1cccnc1O. The result is 0 (inactive). (4) The drug is COc1cc(OC)c2c(c1)OC(=O)C(C(C)=O)C2. The result is 0 (inactive). (5) The drug is CN(C(=O)C12C3(C(=O)O)C4C5(C(=O)O)C3C1(C(=O)O)C5C42C(=O)O)C(C)(C)C. The result is 0 (inactive).